This data is from Full USPTO retrosynthesis dataset with 1.9M reactions from patents (1976-2016). The task is: Predict the reactants needed to synthesize the given product. Given the product [F:1][C:2]1[CH:10]=[C:9]2[C:5]([C:6]([C:20]3[CH:24]=[N:23][N:22]([CH2:27][CH2:26][C:25]([O:29][C:30]([CH3:33])([CH3:32])[CH3:31])=[O:28])[CH:21]=3)=[CH:7][N:8]2[S:11]([C:14]2[CH:15]=[CH:16][CH:17]=[CH:18][CH:19]=2)(=[O:12])=[O:13])=[CH:4][CH:3]=1, predict the reactants needed to synthesize it. The reactants are: [F:1][C:2]1[CH:10]=[C:9]2[C:5]([C:6]([C:20]3[CH:21]=[N:22][NH:23][CH:24]=3)=[CH:7][N:8]2[S:11]([C:14]2[CH:19]=[CH:18][CH:17]=[CH:16][CH:15]=2)(=[O:13])=[O:12])=[CH:4][CH:3]=1.[C:25]([O:29][C:30]([CH3:33])([CH3:32])[CH3:31])(=[O:28])[CH:26]=[CH2:27].C([O-])([O-])=O.[Cs+].[Cs+].